This data is from Full USPTO retrosynthesis dataset with 1.9M reactions from patents (1976-2016). The task is: Predict the reactants needed to synthesize the given product. Given the product [NH2:37][C:18]1[C:17]2[N:26]=[C:14]([CH2:13][Cl:12])[N:15]([CH2:27][CH2:28][CH2:29][NH:30][C:31](=[O:35])[CH:32]([CH3:33])[CH3:34])[C:16]=2[C:25]2[N:24]=[CH:23][CH:22]=[CH:21][C:20]=2[N:19]=1, predict the reactants needed to synthesize it. The reactants are: C1C=C(Cl)C=C(C(OO)=O)C=1.[Cl:12][CH2:13][C:14]1[N:15]([CH2:27][CH2:28][CH2:29][NH:30][C:31](=[O:35])[CH:32]([CH3:34])[CH3:33])[C:16]2[C:25]3[N:24]=[CH:23][CH:22]=[CH:21][C:20]=3[N:19]=[CH:18][C:17]=2[N:26]=1.[OH-].[NH4+:37].C1(C)C=CC(S(Cl)(=O)=O)=CC=1.